This data is from Full USPTO retrosynthesis dataset with 1.9M reactions from patents (1976-2016). The task is: Predict the reactants needed to synthesize the given product. (1) Given the product [O:10]([CH2:17][CH2:18][C@@H:19]1[CH2:24][CH2:23][C@H:22]([CH2:25][NH:26][C:6]([C:4]2[CH:3]=[N:2][NH:1][CH:5]=2)=[O:8])[CH2:21][CH2:20]1)[C:11]1[CH:16]=[CH:15][CH:14]=[CH:13][CH:12]=1, predict the reactants needed to synthesize it. The reactants are: [NH:1]1[CH:5]=[C:4]([C:6]([OH:8])=O)[CH:3]=[N:2]1.Cl.[O:10]([CH2:17][CH2:18][C@@H:19]1[CH2:24][CH2:23][C@H:22]([CH2:25][NH2:26])[CH2:21][CH2:20]1)[C:11]1[CH:16]=[CH:15][CH:14]=[CH:13][CH:12]=1. (2) Given the product [C:1]1([C:13]2[CH:18]=[CH:17][CH:16]=[CH:15][CH:14]=2)[CH:6]=[CH:5][CH:4]=[CH:3][C:2]=1[CH:7]([OH:12])[C:8]([NH2:20])=[O:9], predict the reactants needed to synthesize it. The reactants are: [C:1]1([C:13]2[CH:18]=[CH:17][CH:16]=[CH:15][CH:14]=2)[CH:6]=[CH:5][CH:4]=[CH:3][C:2]=1[CH:7]([OH:12])[C:8](OC)=[O:9].O.[NH3:20]. (3) Given the product [CH3:16][N:14]1[CH2:13][C@@H:10]2[C@@H:9]([N:8]([C:5]3[CH:6]=[CH:7][C:2]([N:23]4[CH2:24][CH2:25][N:20]([C:17](=[O:19])[CH3:18])[CH2:21][CH2:22]4)=[CH:3][CH:4]=3)[CH2:12][CH2:11]2)[CH2:15]1, predict the reactants needed to synthesize it. The reactants are: Br[C:2]1[CH:7]=[CH:6][C:5]([N:8]2[CH2:12][CH2:11][C@@H:10]3[CH2:13][N:14]([CH3:16])[CH2:15][C@H:9]23)=[CH:4][CH:3]=1.[C:17]([N:20]1[CH2:25][CH2:24][NH:23][CH2:22][CH2:21]1)(=[O:19])[CH3:18].CC(C)([O-])C.[Na+].C1(C)C=CC=CC=1. (4) Given the product [CH:1]1([C:6](=[O:8])[CH2:11][C:10]#[N:12])[CH2:2][CH2:3][CH2:4][CH2:5]1, predict the reactants needed to synthesize it. The reactants are: [CH:1]1([C:6]([O:8]C)=O)[CH2:5][CH2:4][CH2:3][CH2:2]1.[C:10](#[N:12])[CH3:11].[H-].[Na+]. (5) Given the product [F:20][C:21]1[CH:26]=[C:25]([F:27])[CH:24]=[CH:23][C:22]=1[NH:28][C:29]([NH:12][C:9]1[CH:10]=[CH:11][C:6]([O:5][CH2:4][CH2:3][N:2]([CH3:19])[CH3:1])=[C:7]([C:13]2[N:14]([CH3:18])[N:15]=[CH:16][CH:17]=2)[CH:8]=1)=[O:30], predict the reactants needed to synthesize it. The reactants are: [CH3:1][N:2]([CH3:19])[CH2:3][CH2:4][O:5][C:6]1[CH:11]=[CH:10][C:9]([NH2:12])=[CH:8][C:7]=1[C:13]1[N:14]([CH3:18])[N:15]=[CH:16][CH:17]=1.[F:20][C:21]1[CH:26]=[C:25]([F:27])[CH:24]=[CH:23][C:22]=1[N:28]=[C:29]=[O:30].